This data is from Forward reaction prediction with 1.9M reactions from USPTO patents (1976-2016). The task is: Predict the product of the given reaction. (1) Given the reactants [C:1]([O:5][C:6]([N:8]1[CH2:13][CH2:12][N:11]([C:14]2[C:15]3[N:16]([CH:24]=[N:25][N:26]=3)[C:17]([C:20](OC)=[O:21])=[CH:18][N:19]=2)[CH2:10][CH2:9]1)=[O:7])([CH3:4])([CH3:3])[CH3:2].[H-].C([Al+]CC(C)C)C(C)C.C1(C)C=CC=CC=1, predict the reaction product. The product is: [OH:21][CH2:20][C:17]1[N:16]2[CH:24]=[N:25][N:26]=[C:15]2[C:14]([N:11]2[CH2:12][CH2:13][N:8]([C:6]([O:5][C:1]([CH3:4])([CH3:3])[CH3:2])=[O:7])[CH2:9][CH2:10]2)=[N:19][CH:18]=1. (2) Given the reactants [Cl:1][C:2]1[CH:3]=[CH:4][C:5]([O:8][CH:9]([CH:11]2[CH:15]([C:16]3[CH:21]=[CH:20][C:19]([Cl:22])=[C:18]([Cl:23])[CH:17]=3)[CH2:14][N:13]([C:24](Cl)=[O:25])[CH2:12]2)[CH3:10])=[N:6][CH:7]=1.CCN(CC)CC.[CH2:34]1[NH:39][CH2:38][CH2:37][N:36]2[C:40](=[O:43])[CH2:41][CH2:42][CH:35]12, predict the reaction product. The product is: [Cl:1][C:2]1[CH:3]=[CH:4][C:5]([O:8][CH:9]([CH:11]2[CH:15]([C:16]3[CH:21]=[CH:20][C:19]([Cl:22])=[C:18]([Cl:23])[CH:17]=3)[CH2:14][N:13]([C:24]([N:39]3[CH2:38][CH2:37][N:36]4[C:40](=[O:43])[CH2:41][CH2:42][CH:35]4[CH2:34]3)=[O:25])[CH2:12]2)[CH3:10])=[N:6][CH:7]=1.